This data is from Reaction yield outcomes from USPTO patents with 853,638 reactions. The task is: Predict the reaction yield, written as a fraction of the theoretical maximum amount of product (1.0 means a 100% yield; for example, 0.34 means a 34% yield). (1) The catalyst is C(Cl)Cl. The yield is 0.700. The product is [Br:47][CH2:22][CH2:21][CH:18]1[CH2:19][CH2:20][N:15]([C:9]2[CH:10]=[CH:11][C:12]([Cl:14])=[CH:13][C:8]=2[NH:7][C:5](=[O:6])[C:4]2[CH:24]=[CH:25][CH:26]=[C:2]([Cl:1])[CH:3]=2)[CH2:16][CH2:17]1. The reactants are [Cl:1][C:2]1[CH:3]=[C:4]([CH:24]=[CH:25][CH:26]=1)[C:5]([NH:7][C:8]1[CH:13]=[C:12]([Cl:14])[CH:11]=[CH:10][C:9]=1[N:15]1[CH2:20][CH2:19][CH:18]([CH2:21][CH2:22]O)[CH2:17][CH2:16]1)=[O:6].C1(P(C2C=CC=CC=2)C2C=CC=CC=2)C=CC=CC=1.C(Br)(Br)(Br)[Br:47]. (2) The reactants are [CH:1]([N:4]1[CH:8]=[N:7][N:6]=[C:5]1[C:9]1[S:10][C:11]2[CH2:12][CH2:13][O:14][C:15]3[CH:22]=[C:21]([CH:23]=O)[CH:20]=[CH:19][C:16]=3[C:17]=2[N:18]=1)([CH3:3])[CH3:2].[CH2:25]([CH2:27][NH2:28])[OH:26]. No catalyst specified. The product is [CH:1]([N:4]1[CH:8]=[N:7][N:6]=[C:5]1[C:9]1[S:10][C:11]2[CH2:12][CH2:13][O:14][C:15]3[CH:22]=[C:21]([CH2:23][NH:28][CH2:27][CH2:25][OH:26])[CH:20]=[CH:19][C:16]=3[C:17]=2[N:18]=1)([CH3:3])[CH3:2]. The yield is 0.270. (3) The reactants are [Cl:1][C:2]1[CH:3]=[C:4]([NH:10][C:11]2[N:16]=[C:15](Cl)[N:14]=[C:13]([Cl:18])[N:12]=2)[CH:5]=[CH:6][C:7]=1[O:8][CH3:9].[CH:19]1([NH2:26])[CH2:25][CH2:24][CH2:23][CH2:22][CH2:21][CH2:20]1.O.[OH-].[Na+]. The catalyst is CC(C)=O.C(OCC)(=O)C. The product is [Cl:18][C:13]1[N:12]=[C:11]([NH:10][C:4]2[CH:5]=[CH:6][C:7]([O:8][CH3:9])=[C:2]([Cl:1])[CH:3]=2)[N:16]=[C:15]([NH:26][CH:19]2[CH2:25][CH2:24][CH2:23][CH2:22][CH2:21][CH2:20]2)[N:14]=1. The yield is 0.705.